From a dataset of Blood-brain barrier permeability classification from the B3DB database. Regression/Classification. Given a drug SMILES string, predict its absorption, distribution, metabolism, or excretion properties. Task type varies by dataset: regression for continuous measurements (e.g., permeability, clearance, half-life) or binary classification for categorical outcomes (e.g., BBB penetration, CYP inhibition). Dataset: b3db_classification. (1) The result is 0 (does not penetrate BBB). The drug is Cc1cc(=O)oc2cc(O)ccc12. (2) The drug is C[C@@H]1[C@H](c2ccccc2)OCCN1C. The result is 1 (penetrates BBB). (3) The molecule is c1ccc2c(c1)Sc1ccccc1N2C[C@H]1CN2CCC1CC2. The result is 1 (penetrates BBB). (4) The drug is CC(CN(C)C)CN1c2ccccc2Sc2ccccc21. The result is 1 (penetrates BBB). (5) The molecule is NCCCC[C@H](N[C@@H](CCc1ccccc1)C(=O)O)C(=O)N1CCC[C@H]1C(=O)O. The result is 0 (does not penetrate BBB). (6) The result is 1 (penetrates BBB). The compound is C[C@]12CC[C@@H]3c4ccc(O)cc4CC[C@H]3[C@@H]1C[C@H](F)[C@@H]2O.